Dataset: Catalyst prediction with 721,799 reactions and 888 catalyst types from USPTO. Task: Predict which catalyst facilitates the given reaction. Reactant: [NH2:1][C:2]1[CH:10]=[CH:9][C:8]([I:11])=[CH:7][C:3]=1[C:4]([OH:6])=[O:5].Cl[C:13](Cl)([O:15]C(=O)OC(Cl)(Cl)Cl)Cl. Product: [I:11][C:8]1[CH:7]=[C:3]2[C:4]([O:6][C:13](=[O:15])[NH:1][C:2]2=[CH:10][CH:9]=1)=[O:5]. The catalyst class is: 1.